From a dataset of Experimentally validated miRNA-target interactions with 360,000+ pairs, plus equal number of negative samples. Binary Classification. Given a miRNA mature sequence and a target amino acid sequence, predict their likelihood of interaction. (1) The miRNA is hsa-miR-9-5p with sequence UCUUUGGUUAUCUAGCUGUAUGA. The protein sequence of the target gene is MAGIELERCQQQANEVTEIMRNNFGKVLERGVKLAELQQRSDQLLDMSSTFNKTTQNLAQKKCWENIRYRICVGLVVVGVLLIILIVLLVVFLPQSSDSSSAPRTQDAGIASGPGN. Result: 1 (interaction). (2) The miRNA is mmu-miR-3065-5p with sequence UCAACAAAAUCACUGAUGCUGG. The protein sequence of the target gene is MQARYSVSDPNALGVVPYLSEQNYYRAAGSYGGMASPMGVYSGHPEQYGAGMGRSYAPYHHQPAAPKDLVKPPYSYIALITMAIQNAPEKKITLNGIYQFIMDRFPFYRENKQGWQNSIRHNLSLNECFVKVPRDDKKPGKGSYWTLDPDSYNMFENGSFLRRRRRFKKKDVPKDKEERAHLKEPPSTTAKGAPTGTPVADGPKEAEKKVVVKSEAASPALPVITKVETLSPEGALQASPRSASSTPAGSPDGSLPEHHAAAPNGLPGFSVETIMTLRTSPPGGDLSPAAARAGLVVPPL.... Result: 1 (interaction). (3) The miRNA is hsa-miR-3529-5p with sequence AGGUAGACUGGGAUUUGUUGUU. Result: 0 (no interaction). The protein sequence of the target gene is MEYDAYNDSGIYDDEYSDGFGYFVDLEEASPWEAKVAPVFLVVIYSLVCFLGLLGNGLVIVIATFKMKKTVNTVWFVNLAVADFLFNIFLPMHITYAAMDYHWVFGKAMCKISNFLLSHNMYTSVFLLTVISFDRCISVLLPVWSQNHRSIRLAYMTCSAVWVLAFFLSSPSLVFRDTANIHGKITCFNNFSLAAPESSPHPAHSQVVSTGYSRHVAVTVTRFLCGFLIPVFIITACYLTIVFKLQRNRLAKNKKPFKIIITIIITFFLCWCPYHTLYLLELHHTAVPSSVFSLGLPLAT.... (4) Result: 0 (no interaction). The miRNA is hsa-miR-2110 with sequence UUGGGGAAACGGCCGCUGAGUG. The protein sequence of the target gene is MAASPHTISSRLLTGSVGGCIWYLERRAIQGLPHRVTRLFRNVSNQWVTLQHLSFLKRMYVTQLHRGLSQRVKPKPEPPASPFLEHTSSGQARADEDELPSFPAPSRPLSRKPNEELVELEATSIVDHSLDTAKEKKEERQWKEMKLHTDDLPGILARLSKIKLTALVVSTTSAGFALAPGPFDWSCFLLTSLGTGLASCAANSINQFFEVPFDSNMNRTKNRPLVRGQISPLLAVSFATCCAVPGVALLTWGVNPLTGALGVFNIFLYTCCYTPLKRVSITNTWVGAVVGAIPPVMGWT.... (5) The miRNA is hsa-miR-8060 with sequence CCAUGAAGCAGUGGGUAGGAGGAC. The protein sequence of the target gene is MGRPAGLFPPLCPFLGFRPEACWERHMQIERAPSVPPFLRWAGYRPGPVRRRGKVELIKFVRVQWRRPQVEWRRRRWGPGPGASMAGSEELGLREDTLRVLAAFLRRGEAAGSPVPTPPRSPAQEEPTDFLSRLRRCLPCSLGRGAAPSESPRPCSLPIRPCYGLEPGPATPDFYALVAQRLEQLVQEQLKSPPSPELQGPPSTEKEAILRRLVALLEEEAEVINQKLASDPALRSKLVRLSSDSFARLVELFCSRDDSSRPSRACPGPPPPSPEPLARLALAMELSRRVAGLGGTLAGL.... Result: 0 (no interaction). (6) The miRNA is mmu-miR-3086-3p with sequence CCCAAUGAGCCUACAGUCUAAG. The protein sequence of the target gene is MWMTPKRIRMEVDEALVFRPEWTQRYLVVEPAEGDGALCLVCRRLVASTRERDVRRHYEAEHEFYERFVGDEERAALVERLRQGDMSLAAVLTPEERATRAGLGLCRFLALKGRGWGEGDFVHQCMEVLLREVLPDHVGVLEGIDLSPEITRQRILSIDSNLRSQLFNRARDFKAYSLALDDQAFVAYENYLLVFIRGVGRDLEVQEDLLTIINLTHHFSVGALMSAILEALQTAGLSLQRMVGLTTTHTLRMIGENSGLVSYMREKAVSPNCWNVIHYSGFLHLELLSSYDVDINQIIN.... Result: 0 (no interaction). (7) The miRNA is cel-miR-39-3p with sequence UCACCGGGUGUAAAUCAGCUUG. The protein sequence of the target gene is MCGNTMSVPLLTDAATVSGAERETAAVIFLHGLGDTGHSWADALSTIRLPHVKYICPHAPRIPVTLNMKMVMPSWFDLMGLSPDAPEDEAGIKKAAENIKALIEHEMKNGIPANRIVLGGFSQGGALSLYTALTCPHPLAGIVALSCWLPLHRAFPQAANGSAKDLAILQCHGELDPMVPVRFGALTAEKLRSVVTPARVQFKTYPGVMHSSCPQEMAAVKEFLEKLLPPV. Result: 0 (no interaction).